From a dataset of Full USPTO retrosynthesis dataset with 1.9M reactions from patents (1976-2016). Predict the reactants needed to synthesize the given product. (1) Given the product [F:28][C:23]1[CH:24]=[CH:25][CH:26]=[CH:27][C:22]=1/[CH:21]=[C:20](\[O:19][C@@H:8]1[C@@H:9]([OH:15])[C@H:10]([OH:11])[C@@H:5]([OH:4])[C@H:6]([CH2:34][OH:35])[O:7]1)/[C:29]([OH:31])=[O:30], predict the reactants needed to synthesize it. The reactants are: C([O:4][C@@H:5]1[C@@H:10]([O:11]C(=O)C)[C@H:9]([O:15]C(=O)C)[C@@H:8]([O:19]/[C:20](/[C:29]([O:31]CC)=[O:30])=[CH:21]\[C:22]2[CH:27]=[CH:26][CH:25]=[CH:24][C:23]=2[F:28])[O:7][C@H:6]1[CH2:34][O:35]C(=O)C)(=O)C.O[Li].O. (2) Given the product [ClH:1].[ClH:1].[F:3][C:4]1[C:5]([F:32])=[CH:6][C:7]2[N:16]=[C:15]([N:17]3[CH2:22][CH2:21][N:20]([CH3:23])[C@@H:19]([CH2:24][CH2:25][O:26][CH3:27])[CH2:18]3)[C:14]3[CH:13]=[C:12]([CH3:28])[S:11][C:10]=3[NH:9][C:8]=2[CH:30]=1, predict the reactants needed to synthesize it. The reactants are: [ClH:1].Cl.[F:3][C:4]1[CH:5]=[CH:6][C:7]2[N:16]=[C:15]([N:17]3[CH2:22][CH2:21][N:20]([CH3:23])[C@@H:19]([CH2:24][CH2:25][O:26][CH3:27])[CH2:18]3)[C:14]3[CH:13]=[C:12]([CH2:28]C)[S:11][C:10]=3[NH:9][C:8]=2[CH:30]=1.Cl.[F:32]C1C(F)=CC2N=C(N)C3C=C(C)SC=3NC=2C=1. (3) Given the product [CH3:1][O:2][C:3]([C:5]1[CH:6]=[C:7]2[C:12](=[CH:13][CH:14]=1)[N:11]([C:18](=[O:20])[CH3:19])[C:10]([CH3:16])([CH3:15])[CH:9]=[C:8]2[CH3:17])=[O:4], predict the reactants needed to synthesize it. The reactants are: [CH3:1][O:2][C:3]([C:5]1[CH:6]=[C:7]2[C:12](=[CH:13][CH:14]=1)[NH:11][C:10]([CH3:16])([CH3:15])[CH:9]=[C:8]2[CH3:17])=[O:4].[C:18](OC(=O)C)(=[O:20])[CH3:19]. (4) The reactants are: ClC(Cl)(O[C:5](=[O:11])OC(Cl)(Cl)Cl)Cl.C(N(CC)CC)C.[NH:20]1[CH2:25][CH2:24][CH:23]([CH2:26][N:27]2[C:35]3[C:30](=[CH:31][C:32]([C:36]4[CH:37]=[N:38][N:39]([CH:41]5[CH2:46][CH2:45][CH2:44][CH2:43][O:42]5)[CH:40]=4)=[CH:33][CH:34]=3)[CH:29]=[CH:28]2)[CH2:22][CH2:21]1.[CH2:47]([NH2:54])[C:48]1[CH:53]=[CH:52][CH:51]=[CH:50][CH:49]=1.C(=O)(O)[O-].[Na+]. Given the product [CH2:47]([NH:54][C:5]([N:20]1[CH2:25][CH2:24][CH:23]([CH2:26][N:27]2[C:35]3[C:30](=[CH:31][C:32]([C:36]4[CH:37]=[N:38][N:39]([CH:41]5[CH2:46][CH2:45][CH2:44][CH2:43][O:42]5)[CH:40]=4)=[CH:33][CH:34]=3)[CH:29]=[CH:28]2)[CH2:22][CH2:21]1)=[O:11])[C:48]1[CH:53]=[CH:52][CH:51]=[CH:50][CH:49]=1, predict the reactants needed to synthesize it. (5) The reactants are: [NH2:1][C:2]1[C:10]([O:11][CH3:12])=[CH:9][CH:8]=[CH:7][C:3]=1[C:4]([OH:6])=O.[NH2:13][CH2:14][CH2:15][CH2:16][C@H:17]1[O:21][C:20](=[O:22])[N:19]([C:23]2[CH:24]=[CH:25][C:26]3[S:31][CH2:30][C:29](=[O:32])[NH:28][C:27]=3[CH:33]=2)[CH2:18]1. Given the product [NH2:1][C:2]1[C:10]([O:11][CH3:12])=[CH:9][CH:8]=[CH:7][C:3]=1[C:4]([NH:13][CH2:14][CH2:15][CH2:16][C@H:17]1[O:21][C:20](=[O:22])[N:19]([C:23]2[CH:24]=[CH:25][C:26]3[S:31][CH2:30][C:29](=[O:32])[NH:28][C:27]=3[CH:33]=2)[CH2:18]1)=[O:6], predict the reactants needed to synthesize it.